This data is from Forward reaction prediction with 1.9M reactions from USPTO patents (1976-2016). The task is: Predict the product of the given reaction. Given the reactants C(OC([N:8]1[CH2:13][CH2:12][C:11]2[C:14]([C:30]#[N:31])=[C:15]([NH:17][C:18](=[O:29])[CH2:19][CH2:20][C:21]3[CH:26]=[CH:25][CH:24]=[CH:23][C:22]=3[O:27][CH3:28])[S:16][C:10]=2[CH2:9]1)=O)(C)(C)C.FC(F)(F)C(O)=O, predict the reaction product. The product is: [C:30]([C:14]1[C:11]2[CH2:12][CH2:13][NH:8][CH2:9][C:10]=2[S:16][C:15]=1[NH:17][C:18](=[O:29])[CH2:19][CH2:20][C:21]1[CH:26]=[CH:25][CH:24]=[CH:23][C:22]=1[O:27][CH3:28])#[N:31].